From a dataset of Peptide-MHC class II binding affinity with 134,281 pairs from IEDB. Regression. Given a peptide amino acid sequence and an MHC pseudo amino acid sequence, predict their binding affinity value. This is MHC class II binding data. (1) The peptide sequence is KSKFNILSSPLFNNF. The MHC is DRB5_0101 with pseudo-sequence DRB5_0101. The binding affinity (normalized) is 0.680. (2) The peptide sequence is RRHGVRIRVRSGGHD. The MHC is HLA-DQA10501-DQB10301 with pseudo-sequence HLA-DQA10501-DQB10301. The binding affinity (normalized) is 0.387. (3) The peptide sequence is AFKVAGTAANAAPAN. The binding affinity (normalized) is 0.772. The MHC is HLA-DPA10201-DPB11401 with pseudo-sequence HLA-DPA10201-DPB11401. (4) The peptide sequence is ILRQLLTGGVKKGRPSLKLQ. The MHC is DRB1_0301 with pseudo-sequence DRB1_0301. The binding affinity (normalized) is 0.146.